Task: Predict the product of the given reaction.. Dataset: Forward reaction prediction with 1.9M reactions from USPTO patents (1976-2016) (1) Given the reactants [Cl-].[Al+3].[Cl-].[Cl-].Cl[C:6]([CH3:20])([CH3:19])[C:7]([C:9]1[C:18]2[C:13](=[CH:14][CH:15]=[CH:16][CH:17]=2)[CH:12]=[CH:11][CH:10]=1)=[O:8], predict the reaction product. The product is: [CH3:19][CH:6]1[C:7](=[O:8])[C:9]2[C:18]3[CH:17]=[CH:16][CH:15]=[CH:14][C:13]=3[CH:12]=[CH:11][C:10]=2[CH2:20]1. (2) Given the reactants [H-].[Na+].Cl[CH:4]([CH3:10])[C:5]([O:7][CH2:8][CH3:9])=[O:6].[N+:11]([C:14]1[CH:19]=[CH:18][CH:17]=[CH:16][CH:15]=1)([O-:13])=[O:12].I[CH3:21].Cl, predict the reaction product. The product is: [CH3:21][C:4]([C:17]1[CH:18]=[CH:19][C:14]([N+:11]([O-:13])=[O:12])=[CH:15][CH:16]=1)([CH3:10])[C:5]([O:7][CH2:8][CH3:9])=[O:6]. (3) Given the reactants Br[CH2:2][CH:3]1[CH2:6][CH2:5][CH2:4]1.[CH2:7]1[O:11][C:10]2[CH:12]=[C:13]([OH:16])[CH:14]=[CH:15][C:9]=2[O:8]1, predict the reaction product. The product is: [CH:3]1([CH2:2][O:16][C:13]2[CH:14]=[CH:15][C:9]3[O:8][CH2:7][O:11][C:10]=3[CH:12]=2)[CH2:6][CH2:5][CH2:4]1. (4) Given the reactants [CH3:1][C:2]1([CH3:33])[N:6]([CH2:7][C:8]2[CH:13]=[CH:12][N:11]=[C:10]([NH:14][C:15](=[O:19])OCC)[CH:9]=2)[C:5](=[O:20])[N:4]([C:21]2[CH:26]=[CH:25][C:24]([S:27][C:28]([F:31])([F:30])[F:29])=[CH:23][CH:22]=2)[C:3]1=[O:32].[NH2:34][CH:35]1[CH2:38][CH:37]([CH2:39][OH:40])[CH2:36]1, predict the reaction product. The product is: [CH3:33][C:2]1([CH3:1])[N:6]([CH2:7][C:8]2[CH:13]=[CH:12][N:11]=[C:10]([NH:14][C:15]([NH:34][CH:35]3[CH2:38][CH:37]([CH2:39][OH:40])[CH2:36]3)=[O:19])[CH:9]=2)[C:5](=[O:20])[N:4]([C:21]2[CH:22]=[CH:23][C:24]([S:27][C:28]([F:29])([F:30])[F:31])=[CH:25][CH:26]=2)[C:3]1=[O:32]. (5) Given the reactants Br[C:2]1[CH:7]=[C:6]([N+:8]([O-:10])=[O:9])[CH:5]=[CH:4][C:3]=1[C:11]([CH3:15])([CH3:14])[C:12]#[N:13].C(B(CC)[C:19]1[CH:20]=[N:21][CH:22]=[CH:23][CH:24]=1)C.C([O-])([O-])=O.[K+].[K+], predict the reaction product. The product is: [CH3:14][C:11]([C:3]1[CH:4]=[CH:5][C:6]([N+:8]([O-:10])=[O:9])=[CH:7][C:2]=1[C:19]1[CH:20]=[N:21][CH:22]=[CH:23][CH:24]=1)([CH3:15])[C:12]#[N:13]. (6) Given the reactants [N:1]([CH2:4][CH:5]1[CH2:10][CH2:9][N:8]([C:11]2[CH:16]=[CH:15][CH:14]=[CH:13][CH:12]=2)[C:7](=[O:17])[CH2:6]1)=[N+]=[N-].C1(P(C2C=CC=CC=2)C2C=CC=CC=2)C=CC=CC=1.O, predict the reaction product. The product is: [NH2:1][CH2:4][CH:5]1[CH2:10][CH2:9][N:8]([C:11]2[CH:16]=[CH:15][CH:14]=[CH:13][CH:12]=2)[C:7](=[O:17])[CH2:6]1.